Dataset: NCI-60 drug combinations with 297,098 pairs across 59 cell lines. Task: Regression. Given two drug SMILES strings and cell line genomic features, predict the synergy score measuring deviation from expected non-interaction effect. (1) Drug 1: N.N.Cl[Pt+2]Cl. Drug 2: CC1C(C(CC(O1)OC2CC(CC3=C2C(=C4C(=C3O)C(=O)C5=CC=CC=C5C4=O)O)(C(=O)C)O)N)O. Cell line: OVCAR-4. Synergy scores: CSS=22.1, Synergy_ZIP=-1.68, Synergy_Bliss=-2.28, Synergy_Loewe=-6.27, Synergy_HSA=0.943. (2) Drug 1: C1=CC=C(C=C1)NC(=O)CCCCCCC(=O)NO. Drug 2: CC1C(C(CC(O1)OC2CC(CC3=C2C(=C4C(=C3O)C(=O)C5=C(C4=O)C(=CC=C5)OC)O)(C(=O)CO)O)N)O.Cl. Cell line: HCC-2998. Synergy scores: CSS=31.7, Synergy_ZIP=-3.15, Synergy_Bliss=-2.89, Synergy_Loewe=-6.15, Synergy_HSA=-2.55. (3) Drug 1: CC1=C(C=C(C=C1)NC2=NC=CC(=N2)N(C)C3=CC4=NN(C(=C4C=C3)C)C)S(=O)(=O)N.Cl. Drug 2: CC1C(C(CC(O1)OC2CC(CC3=C2C(=C4C(=C3O)C(=O)C5=CC=CC=C5C4=O)O)(C(=O)C)O)N)O. Cell line: SK-MEL-5. Synergy scores: CSS=88.7, Synergy_ZIP=9.74, Synergy_Bliss=10.9, Synergy_Loewe=13.1, Synergy_HSA=14.9.